Dataset: Full USPTO retrosynthesis dataset with 1.9M reactions from patents (1976-2016). Task: Predict the reactants needed to synthesize the given product. (1) Given the product [Cl:10][C:8]1[C:7]([CH3:11])=[C:6]([CH:12]2[CH2:15][N:14]([C:16]([O:18][CH2:19][C:20]3[CH:21]=[CH:22][CH:23]=[CH:24][CH:25]=3)=[O:17])[CH2:13]2)[C:5]([O:26][CH2:27][CH3:28])=[C:4]([CH:1]([OH:3])[CH3:2])[CH:9]=1, predict the reactants needed to synthesize it. The reactants are: [C:1]([C:4]1[C:5]([O:26][CH2:27][CH3:28])=[C:6]([CH:12]2[CH2:15][N:14]([C:16]([O:18][CH2:19][C:20]3[CH:25]=[CH:24][CH:23]=[CH:22][CH:21]=3)=[O:17])[CH2:13]2)[C:7]([CH3:11])=[C:8]([Cl:10])[CH:9]=1)(=[O:3])[CH3:2].[BH4-].[Na+]. (2) Given the product [CH3:14][O:13][C:10]1[CH:11]=[CH:12][C:7]([C:6]2[S:5][C:4]([C:15]3[CH:22]=[CH:21][C:18]([C:19]#[N:20])=[CH:17][CH:16]=3)=[CH:3][C:2]=2[C:38]2[C:37]([F:43])([F:42])[C:36]([F:44])([F:45])[C:35]([F:34])([F:46])[C:39]=2[F:40])=[CH:8][CH:9]=1, predict the reactants needed to synthesize it. The reactants are: Br[C:2]1[CH:3]=[C:4]([C:15]2[CH:22]=[CH:21][C:18]([C:19]#[N:20])=[CH:17][CH:16]=2)[S:5][C:6]=1[C:7]1[CH:12]=[CH:11][C:10]([O:13][CH3:14])=[CH:9][CH:8]=1.[Li]CCCC.CCCCCC.[F:34][C:35]1([F:46])[C:39]([F:40])=[C:38](F)[C:37]([F:43])([F:42])[C:36]1([F:45])[F:44]. (3) The reactants are: [CH3:1][C@@H:2]1[C:11]2[N:10]=[C:9]([N:12]3[CH2:17][CH2:16][O:15][CH2:14][CH2:13]3)[CH:8]=[CH:7][C:6]=2[CH2:5][N:4](C(OC(C)(C)C)=O)[CH2:3]1.C(OCC)(=O)C.[ClH:31]. Given the product [ClH:31].[CH3:1][C@@H:2]1[C:11]2[N:10]=[C:9]([N:12]3[CH2:17][CH2:16][O:15][CH2:14][CH2:13]3)[CH:8]=[CH:7][C:6]=2[CH2:5][NH:4][CH2:3]1, predict the reactants needed to synthesize it. (4) Given the product [C:1]([O:9][CH2:10][C@@H:11]1[CH2:15][CH2:14][C@@H:13]([C:21]#[N:22])[NH:12]1)(=[O:8])[C:2]1[CH:7]=[CH:6][CH:5]=[CH:4][CH:3]=1, predict the reactants needed to synthesize it. The reactants are: [C:1]([O:9][CH2:10][C@@H:11]1[CH2:15][CH2:14][C:13](=O)[NH:12]1)(=[O:8])[C:2]1[CH:7]=[CH:6][CH:5]=[CH:4][CH:3]=1.C[Si]([C:21]#[N:22])(C)C. (5) Given the product [F:11][C:9]([F:12])([F:10])[C:7]1[CH:6]=[C:5]([C:13]2[N:17]=[CH:16][N:15](/[CH:18]=[CH:19]\[C:20]([N:35]([C:33](=[O:34])[CH2:32][N:31]3[CH2:30][CH2:29][O:28][CH2:27][C:26]3=[O:25])[NH2:36])=[O:21])[N:14]=2)[CH:4]=[C:3]([C:2]([F:1])([F:23])[F:24])[CH:8]=1, predict the reactants needed to synthesize it. The reactants are: [F:1][C:2]([F:24])([F:23])[C:3]1[CH:4]=[C:5]([C:13]2[N:17]=[CH:16][N:15](/[CH:18]=[CH:19]\[C:20](O)=[O:21])[N:14]=2)[CH:6]=[C:7]([C:9]([F:12])([F:11])[F:10])[CH:8]=1.[O:25]=[C:26]1[N:31]([CH2:32][C:33]([NH:35][NH2:36])=[O:34])[CH2:30][CH2:29][O:28][CH2:27]1.C(P1(=O)OP(CCC)(=O)OP(CCC)(=O)O1)CC.CCN(C(C)C)C(C)C. (6) Given the product [C:24]([NH:23][C:20]1[S:21][CH:22]=[C:18]([CH2:17][C:16]([NH:15][C:13]2[S:14][C:10]([N:8]([CH2:7][CH2:6][CH2:5][OH:4])[CH3:9])=[CH:11][N:12]=2)=[O:27])[N:19]=1)(=[O:26])[CH3:25], predict the reactants needed to synthesize it. The reactants are: C([O:4][CH2:5][CH2:6][CH2:7][N:8]([C:10]1[S:14][C:13]([NH:15][C:16](=[O:27])[CH2:17][C:18]2[N:19]=[C:20]([NH:23][C:24](=[O:26])[CH3:25])[S:21][CH:22]=2)=[N:12][CH:11]=1)[CH3:9])(=O)C.[OH-].[Na+]. (7) Given the product [CH2:4]([N:3]([CH3:2])[C:2]1[N:11]=[C:10]([NH:12][CH2:13][C:14]2[CH:19]=[CH:18][C:17]([NH:20][C:21](=[O:29])[C:22]3[CH:27]=[CH:26][C:25]([F:28])=[CH:24][CH:23]=3)=[CH:16][CH:15]=2)[C:9]2[C:4](=[CH:5][C:6]([CH3:30])=[CH:7][CH:8]=2)[N:3]=1)[CH3:5], predict the reactants needed to synthesize it. The reactants are: Cl[C:2]1[N:11]=[C:10]([NH:12][CH2:13][C:14]2[CH:19]=[CH:18][C:17]([NH:20][C:21](=[O:29])[C:22]3[CH:27]=[CH:26][C:25]([F:28])=[CH:24][CH:23]=3)=[CH:16][CH:15]=2)[C:9]2[C:4](=[CH:5][C:6]([CH3:30])=[CH:7][CH:8]=2)[N:3]=1. (8) The reactants are: [CH3:1][N:2]1[CH:6]=[C:5]([C:7]2[CH:12]=[CH:11][C:10]([C:13]3[C:22]4[C:17](=[CH:18][CH:19]=[C:20]([C:23]#[N:24])[CH:21]=4)[CH:16]=[N:15][CH:14]=3)=[CH:9][CH:8]=2)[CH:4]=[N:3]1.[N-:25]=[N+:26]=[N-:27].[Na+].[OH-].[K+].[CH3:31]I.Cl. Given the product [CH3:1][N:2]1[CH:6]=[C:5]([C:7]2[CH:12]=[CH:11][C:10]([C:13]3[C:22]4[C:17](=[CH:18][CH:19]=[C:20]([C:23]5[N:25]=[N:26][N:27]([CH3:31])[N:24]=5)[CH:21]=4)[CH:16]=[N:15][CH:14]=3)=[CH:9][CH:8]=2)[CH:4]=[N:3]1, predict the reactants needed to synthesize it. (9) Given the product [C:29]([C:28]1[CH:27]=[C:26]([C:33]([CH3:36])([CH3:35])[CH3:34])[CH:25]=[C:24]([C:37]([CH3:40])([CH3:39])[CH3:38])[C:23]=1[O:22][CH:14]([C:11]1[CH:12]=[CH:13][C:8]([C:7]([NH:6][CH2:5][CH2:4][C:3]([OH:42])=[O:2])=[O:41])=[CH:9][CH:10]=1)[CH2:15][CH2:16][CH2:17][C:18]([F:21])([F:19])[F:20])([CH3:31])([CH3:32])[CH3:30], predict the reactants needed to synthesize it. The reactants are: C[O:2][C:3](=[O:42])[CH2:4][CH2:5][NH:6][C:7](=[O:41])[C:8]1[CH:13]=[CH:12][C:11]([CH:14]([O:22][C:23]2[C:28]([C:29]([CH3:32])([CH3:31])[CH3:30])=[CH:27][C:26]([C:33]([CH3:36])([CH3:35])[CH3:34])=[CH:25][C:24]=2[C:37]([CH3:40])([CH3:39])[CH3:38])[CH2:15][CH2:16][CH2:17][C:18]([F:21])([F:20])[F:19])=[CH:10][CH:9]=1.[OH-].[Na+].Cl. (10) Given the product [S:33](=[O:36])(=[O:35])([O:29][C:25]1[CH:26]=[CH:27][CH:28]=[C:23]([C:21]2[N:20]=[CH:19][N:18]([C:16](=[O:17])[N:15]([CH:12]3[CH2:13][CH2:14][N:9]([C:6]4[CH:7]=[CH:8][C:3]([Br:2])=[C:4]([O:31][CH3:32])[CH:5]=4)[CH2:10][CH2:11]3)[CH3:30])[CH:22]=2)[CH:24]=1)[NH2:34], predict the reactants needed to synthesize it. The reactants are: Br.[Br:2][C:3]1[CH:8]=[CH:7][C:6]([N:9]2[CH2:14][CH2:13][CH:12]([N:15]([CH3:30])[C:16]([N:18]3[CH:22]=[C:21]([C:23]4[CH:28]=[CH:27][CH:26]=[C:25]([OH:29])[CH:24]=4)[N:20]=[CH:19]3)=[O:17])[CH2:11][CH2:10]2)=[CH:5][C:4]=1[O:31][CH3:32].[S:33](Cl)(=[O:36])(=[O:35])[NH2:34].